From a dataset of Forward reaction prediction with 1.9M reactions from USPTO patents (1976-2016). Predict the product of the given reaction. (1) Given the reactants [F:1][C:2]([F:34])([F:33])[CH:3]1[CH2:8][CH2:7][C:6]([C:23]2[CH:32]=[CH:31][C:26]([C:27]([O:29][CH3:30])=[O:28])=[CH:25][CH:24]=2)([C:9]2[CH:14]=[CH:13][C:12](OS(C(F)(F)F)(=O)=O)=[CH:11][CH:10]=2)[CH2:5][CH2:4]1.[NH:35]1[C:44]2[C:39](=[CH:40][CH:41]=[CH:42][CH:43]=2)[CH2:38][CH2:37][CH2:36]1.C(P(C(C)(C)C)C1C=CC=CC=1C1C=CC=CC=1)(C)(C)C.CC(C)([O-])C.[Na+], predict the reaction product. The product is: [N:35]1([C:12]2[CH:13]=[CH:14][C:9]([C:6]3([C:23]4[CH:32]=[CH:31][C:26]([C:27]([O:29][CH3:30])=[O:28])=[CH:25][CH:24]=4)[CH2:7][CH2:8][CH:3]([C:2]([F:34])([F:1])[F:33])[CH2:4][CH2:5]3)=[CH:10][CH:11]=2)[C:44]2[C:39](=[CH:40][CH:41]=[CH:42][CH:43]=2)[CH2:38][CH2:37][CH2:36]1. (2) The product is: [NH:31]([C:40]([O:42][CH2:43][C:44]1[CH:49]=[CH:48][CH:47]=[CH:46][CH:45]=1)=[O:41])[CH2:32][C:33]([NH:35][CH2:36][C:37]([NH:1][CH2:2][C:3]([NH:5][CH2:6][C:7]([O:9][CH2:10][C:11]1[CH:12]=[CH:13][CH:14]=[CH:15][CH:16]=1)=[O:8])=[O:4])=[O:38])=[O:34]. Given the reactants [NH2:1][CH2:2][C:3]([NH:5][CH2:6][C:7]([O:9][CH2:10][C:11]1[CH:16]=[CH:15][CH:14]=[CH:13][CH:12]=1)=[O:8])=[O:4].FC(C(O)=O)(F)F.CN1CCOCC1.[NH:31]([C:40]([O:42][CH2:43][C:44]1[CH:49]=[CH:48][CH:47]=[CH:46][CH:45]=1)=[O:41])[CH2:32][C:33]([NH:35][CH2:36][C:37](O)=[O:38])=[O:34].C1C=CC2N(O)N=NC=2C=1.CCN=C=NCCCN(C)C.Cl, predict the reaction product.